From a dataset of Forward reaction prediction with 1.9M reactions from USPTO patents (1976-2016). Predict the product of the given reaction. (1) Given the reactants [N:1]([C@@H:4]1[CH2:9][CH2:8][N:7]([C:10]([O:12][CH2:13][C:14]2[CH:19]=[CH:18][CH:17]=[CH:16][CH:15]=2)=[O:11])[CH2:6][C@H:5]1[NH:20][S:21]([CH3:24])(=[O:23])=[O:22])=[N+]=[N-].C1C=CC(P(C2C=CC=CC=2)C2C=CC=CC=2)=CC=1, predict the reaction product. The product is: [NH2:1][C@@H:4]1[CH2:9][CH2:8][N:7]([C:10]([O:12][CH2:13][C:14]2[CH:19]=[CH:18][CH:17]=[CH:16][CH:15]=2)=[O:11])[CH2:6][C@H:5]1[NH:20][S:21]([CH3:24])(=[O:23])=[O:22]. (2) Given the reactants [C:1]([C:5]1[NH:9][C:8]([C:10]([OH:12])=O)=[C:7]([N+:13]([O-:15])=[O:14])[CH:6]=1)([CH3:4])([CH3:3])[CH3:2].P(Cl)(Cl)(Cl)(Cl)Cl.[CH3:22][C:23]1([CH3:30])[NH:28][CH2:27][CH2:26][NH:25][C:24]1=[O:29].CCN(C(C)C)C(C)C, predict the reaction product. The product is: [C:1]([C:5]1[NH:9][C:8]([C:10]([N:28]2[CH2:27][CH2:26][NH:25][C:24](=[O:29])[C:23]2([CH3:30])[CH3:22])=[O:12])=[C:7]([N+:13]([O-:15])=[O:14])[CH:6]=1)([CH3:2])([CH3:3])[CH3:4]. (3) Given the reactants [Br:1][C:2]1[CH:7]=[CH:6][C:5]([F:8])=[CH:4][C:3]=1[CH3:9].OS(O)(=O)=O.[N+:15]([O-])([OH:17])=[O:16], predict the reaction product. The product is: [Br:1][C:2]1[CH:7]=[C:6]([N+:15]([O-:17])=[O:16])[C:5]([F:8])=[CH:4][C:3]=1[CH3:9]. (4) Given the reactants [CH3:1][C:2]1[CH:3]=[C:4]([CH:18]=[CH:19][C:20]=1[CH3:21])[C:5]([C:7]1[C:16](=[O:17])[C:15]2[C:10](=[CH:11][CH:12]=[CH:13][CH:14]=2)[NH:9][N:8]=1)=[O:6].[H-].[Na+].Br[CH2:25][C:26]1[CH:31]=[CH:30][CH:29]=[C:28]([CH3:32])[N:27]=1, predict the reaction product. The product is: [CH3:1][C:2]1[CH:3]=[C:4]([CH:18]=[CH:19][C:20]=1[CH3:21])[C:5]([C:7]1[C:16](=[O:17])[C:15]2[C:10](=[CH:11][CH:12]=[CH:13][CH:14]=2)[N:9]([CH2:25][C:26]2[CH:31]=[CH:30][CH:29]=[C:28]([CH3:32])[N:27]=2)[N:8]=1)=[O:6]. (5) Given the reactants C(N(CC)CC)C.[C:8]([O:12][C:13]([NH:15][C:16]1([C:22]([O:24][CH3:25])=[O:23])[CH2:21][CH2:20][NH:19][CH2:18][CH2:17]1)=[O:14])([CH3:11])([CH3:10])[CH3:9].Cl[C:27]1[N:32]=[CH:31][N:30]=[C:29]2[NH:33][N:34]=[CH:35][C:28]=12, predict the reaction product. The product is: [C:8]([O:12][C:13]([NH:15][C:16]1([C:22]([O:24][CH3:25])=[O:23])[CH2:21][CH2:20][N:19]([C:27]2[N:32]=[CH:31][N:30]=[C:29]3[NH:33][N:34]=[CH:35][C:28]=23)[CH2:18][CH2:17]1)=[O:14])([CH3:11])([CH3:10])[CH3:9]. (6) The product is: [Cl:22][C:2]1[C:11]2[C:6](=[CH:7][C:8]([O:12][CH3:13])=[CH:9][CH:10]=2)[N:5]=[C:4]([C:14]2[CH:19]=[CH:18][CH:17]=[CH:16][CH:15]=2)[CH:3]=1. Given the reactants O[C:2]1[C:11]2[C:6](=[CH:7][C:8]([O:12][CH3:13])=[CH:9][CH:10]=2)[N:5]=[C:4]([C:14]2[CH:19]=[CH:18][CH:17]=[CH:16][CH:15]=2)[CH:3]=1.O=P(Cl)(Cl)[Cl:22], predict the reaction product. (7) Given the reactants [F:1][C:2]1[CH:33]=[CH:32][C:5]([O:6][C:7]2[CH:24]=[C:23]([C:25]([F:31])([F:30])[C:26]([F:29])([F:28])[F:27])[CH:22]=[CH:21][C:8]=2[C:9]([NH:11][C:12]2[CH:13]=[CH:14][C:15]([C:18]([OH:20])=[O:19])=[N:16][CH:17]=2)=[O:10])=[C:4](OC)[CH:3]=1.FC1C=CC(O)=CC=1, predict the reaction product. The product is: [F:1][C:2]1[CH:3]=[CH:4][C:5]([O:6][C:7]2[CH:24]=[C:23]([C:25]([F:31])([F:30])[C:26]([F:27])([F:29])[F:28])[CH:22]=[CH:21][C:8]=2[C:9]([NH:11][C:12]2[CH:13]=[CH:14][C:15]([C:18]([OH:20])=[O:19])=[N:16][CH:17]=2)=[O:10])=[CH:32][CH:33]=1.